Dataset: Catalyst prediction with 721,799 reactions and 888 catalyst types from USPTO. Task: Predict which catalyst facilitates the given reaction. (1) Reactant: [C:1]([C:9]1[CH:28]=[CH:27][C:12]([O:13][CH2:14][C:15]2[N:16]=[C:17]([C:21]3[CH:26]=[CH:25][CH:24]=[CH:23][CH:22]=3)[O:18][C:19]=2[CH3:20])=[CH:11][C:10]=1[OH:29])(=O)[C:2]1[CH:7]=[CH:6][CH:5]=[CH:4][CH:3]=1.Br[CH2:31][C:32]([O:34][CH3:35])=[O:33].C(=O)([O-])[O-].[K+].[K+].CN(C)C=O. Product: [CH3:20][C:19]1[O:18][C:17]([C:21]2[CH:26]=[CH:25][CH:24]=[CH:23][CH:22]=2)=[N:16][C:15]=1[CH2:14][O:13][C:12]1[CH:27]=[CH:28][C:9]2[C:1]([C:2]3[CH:3]=[CH:4][CH:5]=[CH:6][CH:7]=3)=[C:31]([C:32]([O:34][CH3:35])=[O:33])[O:29][C:10]=2[CH:11]=1. The catalyst class is: 6. (2) Reactant: [CH3:1][N:2]1[C:6]2[CH:7]=[CH:8][C:9]([N:11]3[CH:16]=[C:15]([C:17](O)=[O:18])[C:14](=[O:20])[N:13]([C@H:21]4[C:29]5[C:24](=[C:25]([C:30]([F:33])([F:32])[F:31])[CH:26]=[CH:27][CH:28]=5)[CH2:23][CH2:22]4)[C:12]3=[O:34])=[CH:10][C:5]=2[N:4]([CH3:35])[C:3]1=[O:36].C1C=CC2N(O)N=[N:43]C=2C=1.C(Cl)CCl.N. Product: [CH3:1][N:2]1[C:6]2[CH:7]=[CH:8][C:9]([N:11]3[CH:16]=[C:15]([C:17]([NH2:43])=[O:18])[C:14](=[O:20])[N:13]([C@H:21]4[C:29]5[C:24](=[C:25]([C:30]([F:33])([F:31])[F:32])[CH:26]=[CH:27][CH:28]=5)[CH2:23][CH2:22]4)[C:12]3=[O:34])=[CH:10][C:5]=2[N:4]([CH3:35])[C:3]1=[O:36]. The catalyst class is: 3. (3) Reactant: Cl[CH2:2][C:3](=O)[CH2:4][C:5]([O:7]CC)=O.[CH:11]([NH2:13])=[S:12].O.[NH3:15]. Product: [CH3:2][C:3]1[N:13]=[CH:11][S:12][C:4]=1[C:5]([NH2:15])=[O:7]. The catalyst class is: 8.